From a dataset of NCI-60 drug combinations with 297,098 pairs across 59 cell lines. Regression. Given two drug SMILES strings and cell line genomic features, predict the synergy score measuring deviation from expected non-interaction effect. (1) Drug 1: C1CCC(C1)C(CC#N)N2C=C(C=N2)C3=C4C=CNC4=NC=N3. Drug 2: CN(C)N=NC1=C(NC=N1)C(=O)N. Cell line: UACC-257. Synergy scores: CSS=-9.86, Synergy_ZIP=13.0, Synergy_Bliss=-2.69, Synergy_Loewe=-7.46, Synergy_HSA=-8.69. (2) Drug 1: C1=C(C(=O)NC(=O)N1)N(CCCl)CCCl. Drug 2: CCN(CC)CCNC(=O)C1=C(NC(=C1C)C=C2C3=C(C=CC(=C3)F)NC2=O)C. Cell line: MOLT-4. Synergy scores: CSS=57.3, Synergy_ZIP=2.19, Synergy_Bliss=1.08, Synergy_Loewe=-0.467, Synergy_HSA=2.28. (3) Drug 1: C1CCC(C1)C(CC#N)N2C=C(C=N2)C3=C4C=CNC4=NC=N3. Drug 2: CNC(=O)C1=CC=CC=C1SC2=CC3=C(C=C2)C(=NN3)C=CC4=CC=CC=N4. Cell line: OVCAR-4. Synergy scores: CSS=5.59, Synergy_ZIP=0.348, Synergy_Bliss=2.98, Synergy_Loewe=0.210, Synergy_HSA=2.07.